Dataset: Forward reaction prediction with 1.9M reactions from USPTO patents (1976-2016). Task: Predict the product of the given reaction. (1) Given the reactants CC1C=CC(S(O[CH2:12][CH:13]2[CH2:17][C:16]3[CH:18]=[CH:19][CH:20]=[C:21]([C:22]4[CH:27]=[CH:26][C:25]([CH3:28])=[CH:24][CH:23]=4)[C:15]=3[O:14]2)(=O)=O)=CC=1.[N-:29]=[N+:30]=[N-:31].[Na+].N(CC1CC2C=C(Cl)C=C(C3C=CSC=3)C=2O1)=[N+]=[N-], predict the reaction product. The product is: [N:29]([CH2:12][CH:13]1[CH2:17][C:16]2[CH:18]=[CH:19][CH:20]=[C:21]([C:22]3[CH:27]=[CH:26][C:25]([CH3:28])=[CH:24][CH:23]=3)[C:15]=2[O:14]1)=[N+:30]=[N-:31]. (2) The product is: [Cl:16][C:17]1[CH:18]=[C:19]([CH:22]=[CH:23][CH:24]=1)[CH2:20][O:1][CH2:2][C:3]1[N:8]=[C:7]([NH:9][C:10](=[O:15])[C:11]([CH3:12])([CH3:14])[CH3:13])[CH:6]=[CH:5][CH:4]=1. Given the reactants [OH:1][CH2:2][C:3]1[N:8]=[C:7]([NH:9][C:10](=[O:15])[C:11]([CH3:14])([CH3:13])[CH3:12])[CH:6]=[CH:5][CH:4]=1.[Cl:16][C:17]1[CH:18]=[C:19]([CH:22]=[CH:23][CH:24]=1)[CH2:20]Br, predict the reaction product. (3) Given the reactants [N+:1]([C:4]1[CH:5]=[C:6]2[C:10](=[CH:11][CH:12]=1)[N:9]([CH:13]1[CH2:18][CH2:17][N:16]([C:19]([O:21][C:22]([CH3:25])([CH3:24])[CH3:23])=[O:20])[CH2:15][CH2:14]1)[CH:8]=[CH:7]2)([O-])=O, predict the reaction product. The product is: [NH2:1][C:4]1[CH:5]=[C:6]2[C:10](=[CH:11][CH:12]=1)[N:9]([CH:13]1[CH2:18][CH2:17][N:16]([C:19]([O:21][C:22]([CH3:25])([CH3:24])[CH3:23])=[O:20])[CH2:15][CH2:14]1)[CH:8]=[CH:7]2. (4) Given the reactants [CH3:1][O:2][C:3]([C:5]1[CH:22]=[CH:21][C:8]2[N:9]=[C:10]([C:12]3[C:17]([CH3:18])=[CH:16][C:15]([OH:19])=[CH:14][C:13]=3[CH3:20])[NH:11][C:7]=2[CH:6]=1)=[O:4].C(N(C(C)C)CC)(C)C.C1(N([S:39]([C:42]([F:45])([F:44])[F:43])(=[O:41])=[O:40])[S:39]([C:42]([F:45])([F:44])[F:43])(=[O:41])=[O:40])C=CC=CC=1, predict the reaction product. The product is: [CH3:1][O:2][C:3]([C:5]1[CH:22]=[CH:21][C:8]2[N:9]=[C:10]([C:12]3[C:17]([CH3:18])=[CH:16][C:15]([O:19][S:39]([C:42]([F:45])([F:44])[F:43])(=[O:41])=[O:40])=[CH:14][C:13]=3[CH3:20])[NH:11][C:7]=2[CH:6]=1)=[O:4]. (5) Given the reactants Br[CH2:2][CH2:3][CH2:4][C:5]([N:7]1[CH2:12][CH2:11][CH:10]([NH:13][C:14](=[O:20])[O:15][C:16]([CH3:19])([CH3:18])[CH3:17])[CH2:9][CH2:8]1)=[O:6].[NH:21]1[CH2:26][CH2:25][O:24][CH2:23][CH2:22]1, predict the reaction product. The product is: [O:24]1[CH2:25][CH2:26][N:21]([CH2:2][CH2:3][CH2:4][C:5]([N:7]2[CH2:12][CH2:11][CH:10]([NH:13][C:14](=[O:20])[O:15][C:16]([CH3:19])([CH3:18])[CH3:17])[CH2:9][CH2:8]2)=[O:6])[CH2:22][CH2:23]1. (6) Given the reactants O[C:2]([CH3:6])([CH3:5])[C:3]#[N:4].[C:7]1([C@@H:13]([NH2:15])[CH3:14])[CH:12]=[CH:11][CH:10]=[CH:9][CH:8]=1, predict the reaction product. The product is: [CH3:5][C:2]([NH:15][C@H:13]([C:7]1[CH:12]=[CH:11][CH:10]=[CH:9][CH:8]=1)[CH3:14])([CH3:6])[C:3]#[N:4]. (7) The product is: [CH2:1]([N:8]1[C:12]([NH:13][CH:17]2[CH2:18][CH2:19][O:14][CH2:15][CH2:16]2)=[CH:11][CH:10]=[N:9]1)[C:2]1[CH:3]=[CH:4][CH:5]=[CH:6][CH:7]=1. Given the reactants [CH2:1]([N:8]1[C:12]([NH2:13])=[CH:11][CH:10]=[N:9]1)[C:2]1[CH:7]=[CH:6][CH:5]=[CH:4][CH:3]=1.[O:14]1[CH2:19][CH2:18][C:17](=O)[CH2:16][CH2:15]1.C(O[BH-](OC(=O)C)OC(=O)C)(=O)C.[Na+], predict the reaction product. (8) Given the reactants C(OC(=O)[NH:7][C:8]1[CH:13]=[C:12]([CH3:14])[C:11]([N:15]([CH3:19])[CH2:16][CH2:17][CH3:18])=[CH:10][C:9]=1[NH:20][C:21](=O)[CH2:22][C:23]([C:25]1C=C[CH:28]=[C:27]([C:31]#[N:32])[CH:26]=1)=O)(C)(C)C.[C:35](O)([C:37](F)(F)F)=[O:36], predict the reaction product. The product is: [CH3:14][C:12]1[C:11]([N:15]([CH3:19])[CH2:16][CH2:17][CH3:18])=[CH:10][C:9]2[N:20]=[C:21]([C:22]3[CH:28]=[C:27]([CH:26]=[CH:25][CH:23]=3)[C:31]#[N:32])[CH2:37][C:35](=[O:36])[NH:7][C:8]=2[CH:13]=1. (9) Given the reactants [Br:1][C:2]1[CH:3]=[CH:4][C:5]([N+:15]([O-])=O)=[C:6]([CH:14]=1)[O:7][C@H:8]([CH3:13])[C:9](OC)=[O:10], predict the reaction product. The product is: [Br:1][C:2]1[CH:3]=[CH:4][C:5]2[NH:15][C:9](=[O:10])[C@@H:8]([CH3:13])[O:7][C:6]=2[CH:14]=1.